This data is from Experimentally validated miRNA-target interactions with 360,000+ pairs, plus equal number of negative samples. The task is: Binary Classification. Given a miRNA mature sequence and a target amino acid sequence, predict their likelihood of interaction. (1) The miRNA is hsa-miR-660-3p with sequence ACCUCCUGUGUGCAUGGAUUA. The protein sequence of the target gene is MVDALTYDDVYVNFTQEEWALLNPSQKSLYKDVMLETYRNLNAVGYNWEDSNIEEHCESSRRHGRHERNHTGEKPYEGIQYGEAFVHHSSLQMRKIIHTGEKRYKCNQCDKAYSRHSILQIHKRTHSGEKPYECNQCGKAFTQHSHLKIHMVTHTGEKPYKCDQCGKAFAFHSTLQVHKRTHTGEKPYECNQCSKAFAHHCHLRVHKRIHTGEKPYKCDQCGKAFVGQNDLKRHERVHTGEKPYKCNECGKAFVCNASLRTHKTTHTGVKPYECKQCTKSFASHGQLQKHERIHTGEKPY.... Result: 0 (no interaction). (2) The miRNA is hsa-miR-2276-3p with sequence UCUGCAAGUGUCAGAGGCGAGG. The protein sequence of the target gene is MALRSVMFSDVSIDFSPEEWEYLDLEQKDLYRDVMLENYSNLVSLGCFISKPDVISSLEQGKEPWKVVRKGRRQYPDLETKYETKKLSLENDIYEINLSQWKIMERIENHGLKGLILKNDWESTGKIEGQERPQEGYFSSVKMPSEKVSSYQKRTSVTPHQRLHFVDKPYECKECGKAFRVRQQLTFHHRIHTGEKPYECKECGMAFRQTAHLTRHQRLHSGEKLYECKECGEAFICGADLRVHQKMHIGEKPYECKECGKAFRVRGQLTLHQRIHTGEKPYVCKECGKAFRQYAHLTRH.... Result: 1 (interaction). (3) The miRNA is mmu-miR-3086-3p with sequence CCCAAUGAGCCUACAGUCUAAG. The protein sequence of the target gene is MTDMAGLMERLERAVIRLEQLSAGLDGPPRGCGEVNGVNGGVAPSVEAFDKLINSMVAEFLKNSRVLAGDVETHAEMVHGAFQAQRAFLLMVSQYQQPQENEVAVLLKPISEKIQEIQTFRERNRGSNMFNHLSAVSESIAALGWIAVSPKPGPYVKEMNDAATFYTNRVLKDYKHSDLRHVDWVRSYLNIWSELQAYIREHHTTGLTWSKTGPVASTASAFSILSSGPGLPPPPPPPPPPGPPPPFENEDKKEEPSPSRSALFAQLNQGEAITKGLRHVTDDKKTYKNPSLRAQGQIRS.... Result: 0 (no interaction). (4) The miRNA is hsa-miR-6082 with sequence GAAUACGUCUGGUUGAUCC. The protein sequence of the target gene is MLSALARPAGAALRRSFSTSAQNNAKVAVLGASGGIGQPLSLLLKNSPLVSRLTLYDIAHTPGVAADLSHIETRANVKGYLGPEQLPDCLKGCDVVVIPAGVPRKPGMTRDDLFNTNATIVATLTAACAQHCPEAMVCIIANPVNSTIPITAEVFKKHGVYNPNKIFGVTTLDIVRANTFVAELKGLDPARVNVPVIGGHAGKTIIPLISQCTPKVDFPQDQLATLTGRIQEAGTEVVKAKAGAGSATLSMAYAGARFVFSLVDAMNGKEGVVECSFVQSKETECTYFSTPLLLGKKGLE.... Result: 0 (no interaction). (5) The miRNA is hsa-miR-505-3p with sequence CGUCAACACUUGCUGGUUUCCU. The protein sequence of the target gene is MGGRKMATDEENVYGLEENAQSRQESTRRLILVGRTGAGKSATGNSILGQRRFFSRLGATSVTRACTTGSRRWDKCHVEVVDTPDIFSSQVSKTDPGCEERGHCYLLSAPGPHALLLVTQLGRFTAQDQQAVRQVRDMFGEDVLKWMVIVFTRKEDLAGGSLHDYVSNTENRALRELVAECGGRVCAFDNRATGREQEAQVEQLLGMVEGLVLEHKGAHYSNEVYELAQVLRWAGPEERLRRVAERVAARVQRRPWGAWLSARLWKWLKSPRSWRLGLALLLGGALLFWVLLHRRWSEAV.... Result: 0 (no interaction).